This data is from Forward reaction prediction with 1.9M reactions from USPTO patents (1976-2016). The task is: Predict the product of the given reaction. (1) Given the reactants [CH3:1][O:2][C:3]1[CH:4]=[C:5]([C:12]#[C:13][CH2:14][N:15]2[CH2:20][CH2:19][CH2:18][CH2:17][CH2:16]2)[CH:6]=[CH:7][C:8]=1[N+:9]([O-])=O, predict the reaction product. The product is: [CH3:1][O:2][C:3]1[CH:4]=[C:5]([CH2:12][CH2:13][CH2:14][N:15]2[CH2:20][CH2:19][CH2:18][CH2:17][CH2:16]2)[CH:6]=[CH:7][C:8]=1[NH2:9]. (2) Given the reactants [Cl:1][C:2]1[CH:3]=[C:4]([CH:7]=[C:8]([O:10][C:11]2[C:16](=[O:17])[N:15]([CH2:18][C:19]3[CH:24]=[C:23]([C:25]4[CH:26]=[N:27][C:28]([F:31])=[CH:29][CH:30]=4)[C:22](=[O:32])[N:21](CC4C=CC(OC)=CC=4)[N:20]=3)[CH:14]=[N:13][C:12]=2[C:42]([F:45])([F:44])[F:43])[CH:9]=1)[C:5]#[N:6].O=[N+]([O-])[O-].[O-][N+](=O)[O-].[O-][N+](=O)[O-].[O-][N+](=O)[O-].[O-][N+](=O)[O-].[O-][N+](=O)[O-].[Ce+4].[NH4+].[NH4+], predict the reaction product. The product is: [Cl:1][C:2]1[CH:3]=[C:4]([CH:7]=[C:8]([O:10][C:11]2[C:16](=[O:17])[N:15]([CH2:18][C:19]3[CH:24]=[C:23]([C:25]4[CH:26]=[N:27][C:28]([F:31])=[CH:29][CH:30]=4)[C:22](=[O:32])[NH:21][N:20]=3)[CH:14]=[N:13][C:12]=2[C:42]([F:45])([F:44])[F:43])[CH:9]=1)[C:5]#[N:6]. (3) The product is: [Cl:1][C:2]1[CH:18]=[CH:17][C:5]([O:6][C:7]2[CH:14]=[CH:13][C:12]([CH2:15][O:16][C:21]3[CH:32]=[C:25]4[N:26]([CH3:31])[C@@H:27]([CH3:30])[CH2:28][CH2:29][N:24]4[C:23](=[O:33])[N:22]=3)=[CH:11][C:8]=2[C:9]#[N:10])=[CH:4][C:3]=1[F:19]. Given the reactants [Cl:1][C:2]1[CH:18]=[CH:17][C:5]([O:6][C:7]2[CH:14]=[CH:13][C:12]([CH2:15][OH:16])=[CH:11][C:8]=2[C:9]#[N:10])=[CH:4][C:3]=1[F:19].Cl[C:21]1[CH:32]=[C:25]2[N:26]([CH3:31])[C@@H:27]([CH3:30])[CH2:28][CH2:29][N:24]2[C:23](=[O:33])[N:22]=1, predict the reaction product. (4) The product is: [CH2:1]([O:3][C:4](=[O:15])[C:5]1[C:10]([Cl:11])=[CH:9][CH:8]=[C:7]([CH:12]=[N:16][OH:17])[C:6]=1[F:14])[CH3:2]. Given the reactants [CH2:1]([O:3][C:4](=[O:15])[C:5]1[C:10]([Cl:11])=[CH:9][CH:8]=[C:7]([CH:12]=O)[C:6]=1[F:14])[CH3:2].[NH2:16][OH:17], predict the reaction product. (5) Given the reactants [OH:1][C:2]1[CH:3]=[C:4]([C:12]([O:14][CH3:15])=[O:13])[CH:5]=[C:6]([CH:11]=1)[C:7]([O:9][CH3:10])=[O:8].C(=O)([O-])[O-].[K+].[K+].[CH2:22](Br)[CH:23]=[CH2:24], predict the reaction product. The product is: [CH2:24]([O:1][C:2]1[CH:11]=[C:6]([C:7]([O:9][CH3:10])=[O:8])[CH:5]=[C:4]([CH:3]=1)[C:12]([O:14][CH3:15])=[O:13])[CH:23]=[CH2:22]. (6) Given the reactants [CH3:1][O:2][C:3]([C:5]1[C:10]([NH:11][S:12]([CH2:15][C:16]2[CH:21]=[C:20]([C:22]([F:25])([F:24])[F:23])[CH:19]=[CH:18][C:17]=2[Cl:26])(=[O:14])=[O:13])=[N:9][CH:8]=[CH:7][N:6]=1)=[O:4].[CH:27](N(CC)C(C)C)(C)[CH3:28].C(OS(C(F)(F)F)(=O)=O)C, predict the reaction product. The product is: [CH3:1][O:2][C:3]([C:5]1[C:10]([N:11]([S:12]([CH2:15][C:16]2[CH:21]=[C:20]([C:22]([F:25])([F:23])[F:24])[CH:19]=[CH:18][C:17]=2[Cl:26])(=[O:13])=[O:14])[CH2:27][CH3:28])=[N:9][CH:8]=[CH:7][N:6]=1)=[O:4].